Predict the product of the given reaction. From a dataset of Forward reaction prediction with 1.9M reactions from USPTO patents (1976-2016). (1) The product is: [CH:1]1([N:4]2[C:13]3[C:8](=[CH:9][CH:10]=[CH:11][CH:12]=3)[N:7]([C:14]([C@H:16]3[NH:17][C:18](=[O:25])[CH2:19][CH2:20]3)=[O:15])[CH2:6][CH2:5]2)[CH2:3][CH2:2]1. Given the reactants [CH:1]1([N:4]2[C:13]3[C:8](=[CH:9][CH:10]=[CH:11][CH:12]=3)[N:7]([C:14]([C@@H:16]3[CH2:20][CH2:19][CH2:18][NH:17]3)=[O:15])[CH2:6][CH2:5]2)[CH2:3][CH2:2]1.C([O:25]C(N1C(=O)CC[C@H]1C(O)=O)=O)(C)(C)C, predict the reaction product. (2) The product is: [CH2:13]([C:17]1[N:21]([CH2:22][C:23]2[CH:28]=[CH:27][C:26]([C:29]3[CH:34]=[CH:33][CH:32]=[CH:31][C:30]=3[C:35]3[NH:3][C:4](=[O:7])[O:5][N:36]=3)=[CH:25][CH:24]=2)[C:20](=[O:37])[N:19]([C:38]2[CH:43]=[CH:42][CH:41]=[CH:40][CH:39]=2)[N:18]=1)[CH2:14][CH2:15][CH3:16]. Given the reactants [Cl-].O[NH3+:3].[C:4](=[O:7])([O-])[OH:5].[Na+].CS(C)=O.[CH2:13]([C:17]1[N:21]([CH2:22][C:23]2[CH:28]=[CH:27][C:26]([C:29]3[C:30]([C:35]#[N:36])=[CH:31][CH:32]=[CH:33][CH:34]=3)=[CH:25][CH:24]=2)[C:20](=[O:37])[N:19]([C:38]2[CH:43]=[CH:42][CH:41]=[CH:40][CH:39]=2)[N:18]=1)[CH2:14][CH2:15][CH3:16], predict the reaction product. (3) Given the reactants [NH2:1][C:2]1[CH:7]=[CH:6][C:5]([S:8]([N:11]([C:13]2[CH:32]=[CH:31][C:16]3[N:17]([CH2:24][CH:25]4[CH2:30][CH2:29][CH2:28][CH2:27][CH2:26]4)[C:18]([C:20]([CH3:23])([CH3:22])[CH3:21])=[N:19][C:15]=3[CH:14]=2)[CH3:12])(=[O:10])=[O:9])=[CH:4][CH:3]=1.[Br:33][CH2:34][C:35](Cl)=[O:36], predict the reaction product. The product is: [Br:33][CH2:34][C:35]([NH:1][C:2]1[CH:7]=[CH:6][C:5]([S:8]([N:11]([C:13]2[CH:32]=[CH:31][C:16]3[N:17]([CH2:24][CH:25]4[CH2:30][CH2:29][CH2:28][CH2:27][CH2:26]4)[C:18]([C:20]([CH3:23])([CH3:22])[CH3:21])=[N:19][C:15]=3[CH:14]=2)[CH3:12])(=[O:10])=[O:9])=[CH:4][CH:3]=1)=[O:36].